The task is: Predict the reactants needed to synthesize the given product.. This data is from Full USPTO retrosynthesis dataset with 1.9M reactions from patents (1976-2016). (1) Given the product [N:29]1([C:4](=[O:6])[CH2:3][C:1]#[N:2])[C:38]2[C:33](=[CH:34][CH:35]=[CH:36][CH:37]=2)[CH2:32][CH2:31][CH2:30]1, predict the reactants needed to synthesize it. The reactants are: [C:1]([CH2:3][C:4]([OH:6])=O)#[N:2].C1C=CC2N(O)N=NC=2C=1.CCN=C=NCCCN(C)C.Cl.[NH:29]1[C:38]2[C:33](=[CH:34][CH:35]=[CH:36][CH:37]=2)[CH2:32][CH2:31][CH2:30]1.C(N(C(C)C)CC)(C)C. (2) Given the product [F:1][C:2]1[CH:3]=[CH:4][C:5]([C:8]2[N:9]=[C:10]([NH:23][C:29](=[O:30])[C:28]3[CH:32]=[CH:33][C:34]([O:35][CH3:36])=[C:26]([O:25][CH3:24])[CH:27]=3)[S:11][C:12]=2[CH2:13][C:14]2[CH:19]=[CH:18][C:17]([N+:20]([O-:22])=[O:21])=[CH:16][CH:15]=2)=[CH:6][CH:7]=1, predict the reactants needed to synthesize it. The reactants are: [F:1][C:2]1[CH:7]=[CH:6][C:5]([C:8]2[N:9]=[C:10]([NH2:23])[S:11][C:12]=2[CH2:13][C:14]2[CH:19]=[CH:18][C:17]([N+:20]([O-:22])=[O:21])=[CH:16][CH:15]=2)=[CH:4][CH:3]=1.[CH3:24][O:25][C:26]1[CH:27]=[C:28]([CH:32]=[CH:33][C:34]=1[O:35][CH3:36])[C:29](Cl)=[O:30]. (3) Given the product [F:33][C:32]([F:34])([F:35])[O:31][C:28]1[CH:27]=[CH:26][C:25]([NH:22][C:23]([N:15]2[CH2:14][CH:13]3[CH:17]([CH2:18][N:11]([C:8]4[CH:9]=[CH:10][C:5]([O:4][C:3]([F:2])([F:20])[F:21])=[CH:6][CH:7]=4)[C:12]3=[O:19])[CH2:16]2)=[O:24])=[CH:30][CH:29]=1, predict the reactants needed to synthesize it. The reactants are: Cl.[F:2][C:3]([F:21])([F:20])[O:4][C:5]1[CH:10]=[CH:9][C:8]([N:11]2[CH2:18][CH:17]3[CH:13]([CH2:14][NH:15][CH2:16]3)[C:12]2=[O:19])=[CH:7][CH:6]=1.[N:22]([C:25]1[CH:30]=[CH:29][C:28]([O:31][C:32]([F:35])([F:34])[F:33])=[CH:27][CH:26]=1)=[C:23]=[O:24].CCN(CC)CC. (4) Given the product [Cl:31][C:28]1[CH:29]=[CH:30][C:25]([C:24]([NH:23][C:20]2[CH:19]=[CH:18][C:17]([CH2:16][NH:15][C:5]3[C:4]4[C:9](=[C:10]([CH3:12])[CH:11]=[C:2]([C:38]5[O:39][CH:40]=[CH:41][CH:42]=5)[CH:3]=4)[N:8]=[C:7]([NH:13][CH3:14])[N:6]=3)=[CH:22][CH:21]=2)=[O:32])=[CH:26][CH:27]=1, predict the reactants needed to synthesize it. The reactants are: Br[C:2]1[CH:3]=[C:4]2[C:9](=[C:10]([CH3:12])[CH:11]=1)[N:8]=[C:7]([NH:13][CH3:14])[N:6]=[C:5]2[NH:15][CH2:16][C:17]1[CH:22]=[CH:21][C:20]([NH:23][C:24](=[O:32])[C:25]2[CH:30]=[CH:29][C:28]([Cl:31])=[CH:27][CH:26]=2)=[CH:19][CH:18]=1.C([Sn](CCCC)(CCCC)[C:38]1[O:39][CH:40]=[CH:41][CH:42]=1)CCC. (5) Given the product [NH2:1][C:2]1[N:7]=[CH:6][N:5]=[C:4]([NH:8][C:9]2[C:14](=[O:15])[N:13]3[C:16]([CH:21]4[CH2:22][CH2:23][CH2:24][CH2:25]4)([CH3:20])[N:17]([C:29]#[N:28])[C:18](=[O:19])[C:12]3=[CH:11][CH:10]=2)[CH:3]=1, predict the reactants needed to synthesize it. The reactants are: [NH2:1][C:2]1[N:7]=[CH:6][N:5]=[C:4]([NH:8][C:9]2[C:14](=[O:15])[N:13]3[C:16]([CH:21]4[CH2:25][CH2:24][CH2:23][CH2:22]4)([CH3:20])[NH:17][C:18](=[O:19])[C:12]3=[CH:11][CH:10]=2)[CH:3]=1.[H-].[Na+].[N:28]#[C:29]Br.